From a dataset of NCI-60 drug combinations with 297,098 pairs across 59 cell lines. Regression. Given two drug SMILES strings and cell line genomic features, predict the synergy score measuring deviation from expected non-interaction effect. (1) Drug 1: COC1=NC(=NC2=C1N=CN2C3C(C(C(O3)CO)O)O)N. Drug 2: C1CCC(C(C1)N)N.C(=O)(C(=O)[O-])[O-].[Pt+4]. Cell line: NCI/ADR-RES. Synergy scores: CSS=15.2, Synergy_ZIP=-0.629, Synergy_Bliss=3.46, Synergy_Loewe=-21.7, Synergy_HSA=1.48. (2) Drug 2: N.N.Cl[Pt+2]Cl. Drug 1: C1C(C(OC1N2C=NC3=C(N=C(N=C32)Cl)N)CO)O. Cell line: HOP-62. Synergy scores: CSS=58.6, Synergy_ZIP=0.521, Synergy_Bliss=1.03, Synergy_Loewe=3.76, Synergy_HSA=4.94. (3) Drug 1: C1CCC(CC1)NC(=O)N(CCCl)N=O. Drug 2: C1=NC2=C(N1)C(=S)N=C(N2)N. Cell line: SF-539. Synergy scores: CSS=39.2, Synergy_ZIP=-9.75, Synergy_Bliss=-7.90, Synergy_Loewe=-2.92, Synergy_HSA=-0.971. (4) Drug 1: CC1=C2C(C(=O)C3(C(CC4C(C3C(C(C2(C)C)(CC1OC(=O)C(C(C5=CC=CC=C5)NC(=O)OC(C)(C)C)O)O)OC(=O)C6=CC=CC=C6)(CO4)OC(=O)C)OC)C)OC. Drug 2: CC1=CC=C(C=C1)C2=CC(=NN2C3=CC=C(C=C3)S(=O)(=O)N)C(F)(F)F. Cell line: TK-10. Synergy scores: CSS=53.9, Synergy_ZIP=9.46, Synergy_Bliss=9.98, Synergy_Loewe=-9.03, Synergy_HSA=9.25.